From a dataset of Full USPTO retrosynthesis dataset with 1.9M reactions from patents (1976-2016). Predict the reactants needed to synthesize the given product. (1) Given the product [Si:26]([O:25][CH2:24][C@H:5]1[CH2:4][C:3]2[C:8](=[CH:9][CH:10]=[CH:11][C:2]=2[CH:33]=[CH2:34])[C@H:7]([CH3:12])[N:6]1[C:13](=[O:23])[CH2:14][C:15]1[C:20]([F:21])=[CH:19][CH:18]=[CH:17][C:16]=1[Cl:22])([C:29]([CH3:30])([CH3:32])[CH3:31])([CH3:28])[CH3:27], predict the reactants needed to synthesize it. The reactants are: Br[C:2]1[CH:11]=[CH:10][CH:9]=[C:8]2[C:3]=1[CH2:4][C@H:5]([CH2:24][O:25][Si:26]([C:29]([CH3:32])([CH3:31])[CH3:30])([CH3:28])[CH3:27])[N:6]([C:13](=[O:23])[CH2:14][C:15]1[C:20]([F:21])=[CH:19][CH:18]=[CH:17][C:16]=1[Cl:22])[C@H:7]2[CH3:12].[CH2:33](OB(C=C)OCCCC)[CH2:34]CC.C([O-])([O-])=O.[Na+].[Na+]. (2) Given the product [CH3:34][C:32]1[N:31]([S:35]([C:38]2[CH:43]=[CH:42][CH:41]=[CH:40][CH:39]=2)(=[O:36])=[O:37])[C:27]2=[N:28][CH:29]=[CH:30][C:25]([C:16]3[CH:15]=[C:14]([NH2:23])[C:13]4[CH:12]=[N:11][N:10]([S:7]([C:1]5[CH:6]=[CH:5][CH:4]=[CH:3][CH:2]=5)(=[O:9])=[O:8])[C:18]=4[CH:17]=3)=[C:26]2[CH:33]=1, predict the reactants needed to synthesize it. The reactants are: [C:1]1([S:7]([N:10]2[C:18]3[CH:17]=[C:16]([Sn](C)(C)C)[CH:15]=[C:14]([NH2:23])[C:13]=3[CH:12]=[N:11]2)(=[O:9])=[O:8])[CH:6]=[CH:5][CH:4]=[CH:3][CH:2]=1.Br[C:25]1[CH:30]=[CH:29][N:28]=[C:27]2[N:31]([S:35]([C:38]3[CH:43]=[CH:42][CH:41]=[CH:40][CH:39]=3)(=[O:37])=[O:36])[C:32]([CH3:34])=[CH:33][C:26]=12. (3) Given the product [Cl:1][C:2]1[CH:7]=[C:6]([N+:8]([O-:10])=[O:9])[C:5]([O:11][CH3:12])=[CH:4][C:3]=1[CH2:13][CH2:14][OH:15], predict the reactants needed to synthesize it. The reactants are: [Cl:1][C:2]1[CH:7]=[C:6]([N+:8]([O-:10])=[O:9])[C:5]([O:11][CH3:12])=[CH:4][C:3]=1[CH:13](C(OC)=O)[C:14](OC)=[O:15].[Cl-].[Na+].O. (4) Given the product [OH:8][C@@H:9]1[C@@:45]2([CH3:46])[C:13](=[CH:14][CH:15]=[C:16]3[C@@H:44]2[CH2:43][CH2:42][C@@:41]2([CH3:47])[C@H:17]3[CH2:18][CH:19]=[C:20]2[C:21]([O:24][CH2:25][CH2:26][CH2:27][C:28]([CH2:39][CH3:40])([OH:31])[CH2:29][CH3:30])([CH3:22])[CH3:23])[CH2:12][C@@H:11]([OH:48])[CH2:10]1, predict the reactants needed to synthesize it. The reactants are: [Si]([O:8][C@@H:9]1[C@@:45]2([CH3:46])[C:13](=[CH:14][CH:15]=[C:16]3[C@@H:44]2[CH2:43][CH2:42][C@@:41]2([CH3:47])[C@H:17]3[CH2:18][CH:19]=[C:20]2[C:21]([O:24][CH2:25][CH2:26][CH2:27][C:28]([CH2:39][CH3:40])([O:31][Si](CC)(CC)CC)[CH2:29][CH3:30])([CH3:23])[CH3:22])[CH2:12][C@@H:11]([O:48][Si](C(C)(C)C)(C)C)[CH2:10]1)(C(C)(C)C)(C)C.O1CCCC1.[F-].C([N+](CCCC)(CCCC)CCCC)CCC. (5) Given the product [CH3:39][O:40][C:41]1[CH:46]=[C:45]([CH2:47][N:48]2[CH2:53][CH2:52][N:51]([CH3:54])[CH2:50][CH2:49]2)[CH:44]=[CH:43][C:42]=1[NH:55][C:18]1[N:17]=[CH:16][C:15]2=[CH:14][CH:13]=[C:12]([C:7]3[CH:8]=[CH:9][CH:10]=[CH:11][C:6]=3[N:5]([CH3:29])[S:2]([CH3:1])(=[O:4])=[O:3])[N:20]2[N:19]=1, predict the reactants needed to synthesize it. The reactants are: [CH3:1][S:2]([N:5]([CH3:29])[C:6]1[CH:11]=[CH:10][CH:9]=[CH:8][C:7]=1[C:12]1[N:20]2[C:15]([CH:16]=[N:17][C:18](OS(C(F)(F)F)(=O)=O)=[N:19]2)=[CH:14][CH:13]=1)(=[O:4])=[O:3].C(N(CC)C(C)C)(C)C.[CH3:39][O:40][C:41]1[CH:46]=[C:45]([CH2:47][N:48]2[CH2:53][CH2:52][N:51]([CH3:54])[CH2:50][CH2:49]2)[CH:44]=[CH:43][C:42]=1[NH2:55].COCC(O)C. (6) Given the product [CH:1]12[C:14](=[O:15])[O:16][C:5](=[O:7])[CH:4]1[CH:3]1[C:8](=[O:10])[O:12][C:11](=[O:13])[CH:2]12, predict the reactants needed to synthesize it. The reactants are: [CH:1]1([C:14]([OH:16])=[O:15])[CH:4]([C:5]([OH:7])=O)[CH:3]([C:8]([OH:10])=O)[CH:2]1[C:11]([OH:13])=[O:12]. (7) Given the product [O:7]1[CH:8]2[CH2:9][N:10]([C:14]([O:16][CH2:17][C:18]3[CH:23]=[CH:22][CH:21]=[CH:20][CH:19]=3)=[O:15])[CH2:11][CH:12]2[O:13][CH2:4][CH2:3]1, predict the reactants needed to synthesize it. The reactants are: [OH-].[Na+].[CH2:3](Cl)[CH2:4]Cl.[OH:7][CH:8]1[CH:12]([OH:13])[CH2:11][N:10]([C:14]([O:16][CH2:17][C:18]2[CH:23]=[CH:22][CH:21]=[CH:20][CH:19]=2)=[O:15])[CH2:9]1.